This data is from NCI-60 drug combinations with 297,098 pairs across 59 cell lines. The task is: Regression. Given two drug SMILES strings and cell line genomic features, predict the synergy score measuring deviation from expected non-interaction effect. (1) Drug 1: C1CN(CCN1C(=O)CCBr)C(=O)CCBr. Drug 2: B(C(CC(C)C)NC(=O)C(CC1=CC=CC=C1)NC(=O)C2=NC=CN=C2)(O)O. Cell line: NCI/ADR-RES. Synergy scores: CSS=20.2, Synergy_ZIP=-7.62, Synergy_Bliss=-9.76, Synergy_Loewe=-6.85, Synergy_HSA=-6.85. (2) Drug 1: CC12CCC(CC1=CCC3C2CCC4(C3CC=C4C5=CN=CC=C5)C)O. Drug 2: CC1=C(C=C(C=C1)NC(=O)C2=CC=C(C=C2)CN3CCN(CC3)C)NC4=NC=CC(=N4)C5=CN=CC=C5. Cell line: A498. Synergy scores: CSS=-9.17, Synergy_ZIP=2.60, Synergy_Bliss=-4.34, Synergy_Loewe=-7.06, Synergy_HSA=-7.65. (3) Drug 1: C(CC(=O)O)C(=O)CN.Cl. Drug 2: CC12CCC3C(C1CCC2OP(=O)(O)O)CCC4=C3C=CC(=C4)OC(=O)N(CCCl)CCCl.[Na+]. Cell line: RPMI-8226. Synergy scores: CSS=10.9, Synergy_ZIP=-6.37, Synergy_Bliss=-5.76, Synergy_Loewe=-20.0, Synergy_HSA=-6.39. (4) Drug 1: CC1C(C(CC(O1)OC2CC(CC3=C2C(=C4C(=C3O)C(=O)C5=C(C4=O)C(=CC=C5)OC)O)(C(=O)C)O)N)O.Cl. Drug 2: C(=O)(N)NO. Cell line: HCT116. Synergy scores: CSS=34.3, Synergy_ZIP=1.76, Synergy_Bliss=3.29, Synergy_Loewe=-11.2, Synergy_HSA=4.77. (5) Drug 1: C1=CC(=CC=C1C#N)C(C2=CC=C(C=C2)C#N)N3C=NC=N3. Drug 2: CN(CCCl)CCCl.Cl. Cell line: SK-OV-3. Synergy scores: CSS=11.9, Synergy_ZIP=-5.07, Synergy_Bliss=-3.70, Synergy_Loewe=0.874, Synergy_HSA=0.596.